From a dataset of Full USPTO retrosynthesis dataset with 1.9M reactions from patents (1976-2016). Predict the reactants needed to synthesize the given product. (1) Given the product [NH:1]1[C:5]2=[N:6][CH:7]=[N:8][CH:9]=[C:4]2[C:3]([C:10]2[S:15][C:14]([NH2:16])=[N:13][N:11]=2)=[N:2]1, predict the reactants needed to synthesize it. The reactants are: [NH:1]1[C:5]2=[N:6][CH:7]=[N:8][CH:9]=[C:4]2[C:3]([C:10]#[N:11])=[N:2]1.N[NH:13][C:14]([NH2:16])=[S:15].[NH4+].[OH-]. (2) Given the product [CH3:11][O:10][C:4]1[CH:3]=[C:2]([N:15]2[C@@H:16]([CH3:19])[C@@H:17]([OH:18])[C:13]([F:21])([F:12])[C:14]2=[O:20])[CH:9]=[CH:8][C:5]=1[C:6]#[N:7], predict the reactants needed to synthesize it. The reactants are: Br[C:2]1[CH:9]=[CH:8][C:5]([C:6]#[N:7])=[C:4]([O:10][CH3:11])[CH:3]=1.[F:12][C:13]1([F:21])[C@H:17]([OH:18])[C@H:16]([CH3:19])[NH:15][C:14]1=[O:20].C1(P(C2C=CC=CC=2)C2C3OC4C(=CC=CC=4P(C4C=CC=CC=4)C4C=CC=CC=4)C(C)(C)C=3C=CC=2)C=CC=CC=1.C(=O)([O-])[O-].[Cs+].[Cs+]. (3) The reactants are: [F:1][C:2]([F:19])([F:18])[C:3]1[CH:8]=[CH:7][C:6]([P:9]2[C:15]3[CH2:16][CH2:17][C:10]2=[CH:11][CH:12]=[CH:13][CH:14]=3)=[CH:5][CH:4]=1.[OH:20]O.O. Given the product [F:19][C:2]([F:1])([F:18])[C:3]1[CH:4]=[CH:5][C:6]([P:9]2(=[O:20])[C:15]3[CH2:16][CH2:17][C:10]2=[CH:11][CH:12]=[CH:13][CH:14]=3)=[CH:7][CH:8]=1, predict the reactants needed to synthesize it. (4) Given the product [CH2:21]([NH:28][C:29]([NH:1][C:2]1[CH:3]=[CH:4][C:5]([CH3:20])=[C:6]([C:8]2[CH:9]=[C:10]3[C:14](=[CH:15][CH:16]=2)[C:13](=[O:17])[C:12]([CH3:18])([CH3:19])[CH2:11]3)[CH:7]=1)=[O:30])[C:22]1[CH:27]=[CH:26][CH:25]=[CH:24][CH:23]=1, predict the reactants needed to synthesize it. The reactants are: [NH2:1][C:2]1[CH:3]=[CH:4][C:5]([CH3:20])=[C:6]([C:8]2[CH:9]=[C:10]3[C:14](=[CH:15][CH:16]=2)[C:13](=[O:17])[C:12]([CH3:19])([CH3:18])[CH2:11]3)[CH:7]=1.[CH2:21]([N:28]=[C:29]=[O:30])[C:22]1[CH:27]=[CH:26][CH:25]=[CH:24][CH:23]=1. (5) Given the product [C:9]1(=[N:13][OH:14])[C:8]2[C:3](=[CH:4][CH:5]=[CH:6][CH:7]=2)[CH2:2][CH2:1][CH2:11]1, predict the reactants needed to synthesize it. The reactants are: [CH2:1]1[CH2:11][C:9](=O)[C:8]2[C:3](=[CH:4][CH:5]=[CH:6][CH:7]=2)[CH2:2]1.Cl.[NH2:13][OH:14]. (6) Given the product [CH2:1]([O:3][C:4](=[O:26])[C:5]1[CH:10]=[CH:9][C:8]([O:11][C:12]2[CH:17]=[CH:16][C:15]([Br:18])=[C:14]([CH:19]=[O:20])[CH:13]=2)=[CH:7][C:6]=1[O:24][CH3:25])[CH3:2], predict the reactants needed to synthesize it. The reactants are: [CH2:1]([O:3][C:4](=[O:26])[C:5]1[CH:10]=[CH:9][C:8]([O:11][C:12]2[CH:17]=[CH:16][C:15]([Br:18])=[C:14]([CH:19]3OCC[O:20]3)[CH:13]=2)=[CH:7][C:6]=1[O:24][CH3:25])[CH3:2].Cl. (7) Given the product [Br:21][C:5]1[C:4]([C:11]2[CH:16]=[CH:15][C:14]([F:17])=[CH:13][CH:12]=2)=[C:3]2[C:2](=[C:7]([O:8][CH3:9])[C:6]=1[F:10])[N:1]=[CH:29][NH:31][C:18]2=[O:20].[F:10][C:6]1[C:7]([O:8][CH3:9])=[C:2]2[C:3]([C:18](=[O:20])[NH:22][CH:23]=[N:1]2)=[C:4]([C:11]2[CH:16]=[CH:15][C:14]([F:17])=[CH:13][CH:12]=2)[CH:5]=1, predict the reactants needed to synthesize it. The reactants are: [NH2:1][C:2]1[C:7]([O:8][CH3:9])=[C:6]([F:10])[CH:5]=[C:4]([C:11]2[CH:16]=[CH:15][C:14]([F:17])=[CH:13][CH:12]=2)[C:3]=1[C:18]([OH:20])=O.[Br:21][N:22]1C(=O)CC[C:23]1=O.[CH:29]([NH2:31])=O. (8) Given the product [Br:1][C:2]1[CH:3]=[C:4]2[C:9](=[CH:10][CH:11]=1)[C:8]([Cl:16])=[C:7]([OH:12])[CH:6]=[CH:5]2, predict the reactants needed to synthesize it. The reactants are: [Br:1][C:2]1[CH:3]=[C:4]2[C:9](=[CH:10][CH:11]=1)[CH:8]=[C:7]([OH:12])[CH:6]=[CH:5]2.S(Cl)([Cl:16])(=O)=O.O. (9) The reactants are: [OH:1][C:2]1[CH:3]=[C:4]([O:11][C@@H:12]([C@H:14]2[CH2:18][N:17]([C@@H](C3C=CC(O)=CC=3)C)[C:16](=[O:28])[CH2:15]2)[CH3:13])[C:5]2[S:9][CH:8]=[N:7][C:6]=2[CH:10]=1.C(O)(C(F)(F)F)=O. Given the product [OH:1][C:2]1[CH:3]=[C:4]([O:11][C@@H:12]([C@H:14]2[CH2:18][NH:17][C:16](=[O:28])[CH2:15]2)[CH3:13])[C:5]2[S:9][CH:8]=[N:7][C:6]=2[CH:10]=1, predict the reactants needed to synthesize it.